Task: Regression. Given two drug SMILES strings and cell line genomic features, predict the synergy score measuring deviation from expected non-interaction effect.. Dataset: NCI-60 drug combinations with 297,098 pairs across 59 cell lines Drug 1: C1=CC(=CC=C1C#N)C(C2=CC=C(C=C2)C#N)N3C=NC=N3. Drug 2: CC=C1C(=O)NC(C(=O)OC2CC(=O)NC(C(=O)NC(CSSCCC=C2)C(=O)N1)C(C)C)C(C)C. Cell line: SW-620. Synergy scores: CSS=11.9, Synergy_ZIP=3.21, Synergy_Bliss=-0.318, Synergy_Loewe=-48.5, Synergy_HSA=-4.30.